From a dataset of Full USPTO retrosynthesis dataset with 1.9M reactions from patents (1976-2016). Predict the reactants needed to synthesize the given product. (1) The reactants are: O/[CH:2]=[C:3]1\[C:4](=O)[C@:5]2([C:18]3[CH:23]=[CH:22][CH:21]=[CH:20][CH:19]=3)[C@@H:10]([CH2:11][CH2:12]\1)[C@H:9]([CH3:13])[C:8]1([O:17][CH2:16][CH2:15][O:14]1)[CH2:7][CH2:6]2.Cl.[N:26]1[CH:31]=[CH:30][N:29]=[CH:28][C:27]=1[C:32](=[NH:34])[NH2:33].N1CCCCC1. Given the product [CH3:13][C@@H:9]1[C:8]2([O:17][CH2:16][CH2:15][O:14]2)[CH2:7][CH2:6][C@@:5]2([C:18]3[CH:19]=[CH:20][CH:21]=[CH:22][CH:23]=3)[C@H:10]1[CH2:11][CH2:12][C:3]1[CH:2]=[N:33][C:32]([C:27]3[CH:28]=[N:29][CH:30]=[CH:31][N:26]=3)=[N:34][C:4]=12, predict the reactants needed to synthesize it. (2) Given the product [CH:29]([C:26]1[CH:27]=[CH:28][C:23]([N:1]2[CH2:6][CH2:5][CH:4]([O:7][CH:8]3[CH2:11][C:10]([C:17]([O:19][CH2:20][CH3:21])=[O:18])([C:12]([O:14][CH2:15][CH3:16])=[O:13])[CH2:9]3)[CH2:3][CH2:2]2)=[N:24][CH:25]=1)=[O:30], predict the reactants needed to synthesize it. The reactants are: [NH:1]1[CH2:6][CH2:5][CH:4]([O:7][CH:8]2[CH2:11][C:10]([C:17]([O:19][CH2:20][CH3:21])=[O:18])([C:12]([O:14][CH2:15][CH3:16])=[O:13])[CH2:9]2)[CH2:3][CH2:2]1.F[C:23]1[CH:28]=[CH:27][C:26]([CH:29]=[O:30])=[CH:25][N:24]=1.C(=O)(O)[O-].[Na+].O. (3) The reactants are: [F:1][C:2]1[C:10]([F:11])=[CH:9][CH:8]=[C:7]([N:12]2[N:16]=[CH:15][CH:14]=[N:13]2)[C:3]=1[C:4]([OH:6])=O.[CH3:17][C@@H:18]1[CH2:23][CH2:22][CH2:21][NH:20][C@@H:19]1[CH2:24][N:25]1[C:33](=O)C2C(=CC=CC=2)C1=O.ClC1[N:42]=[CH:41][C:40]([C:43]([F:46])([F:45])[F:44])=[CH:39][N:38]=1. Given the product [F:1][C:2]1[C:10]([F:11])=[CH:9][CH:8]=[C:7]([N:12]2[N:16]=[CH:15][CH:14]=[N:13]2)[C:3]=1[C:4]([N:20]1[CH2:21][CH2:22][CH2:23][C@@H:18]([CH3:17])[C@H:19]1[CH2:24][NH:25][C:33]1[N:42]=[CH:41][C:40]([C:43]([F:46])([F:45])[F:44])=[CH:39][N:38]=1)=[O:6], predict the reactants needed to synthesize it.